From a dataset of Reaction yield outcomes from USPTO patents with 853,638 reactions. Predict the reaction yield, written as a fraction of the theoretical maximum amount of product (1.0 means a 100% yield; for example, 0.34 means a 34% yield). (1) The reactants are [OH2:1].[CH3:2][S:3][C:4]1[CH:10]=[CH:9][C:7]([NH2:8])=[CH:6][CH:5]=1.[OH:11]O.Cl. The catalyst is C(O)(=O)C.C(Cl)(Cl)Cl. The product is [CH3:2][S:3]([C:4]1[CH:10]=[CH:9][C:7]([NH2:8])=[CH:6][CH:5]=1)(=[O:11])=[O:1]. The yield is 0.750. (2) The reactants are [Cl-].[Al+3].[Cl-].[Cl-].[C:5](Cl)(=[O:7])[CH3:6].[Br:9][C:10]1[CH:15]=[CH:14][C:13]([OH:16])=[CH:12][CH:11]=1. The catalyst is C(Cl)Cl. The product is [C:5]([O:16][C:13]1[CH:14]=[CH:15][C:10]([Br:9])=[CH:11][CH:12]=1)(=[O:7])[CH3:6]. The yield is 0.850. (3) The reactants are Br[C:2]1[CH:7]=[CH:6][C:5]([S:8]([NH2:11])(=[O:10])=O)=[CH:4][CH:3]=1.C([Li])CCC.CCCCCCC.[CH2:24]([Sn:28](Cl)([CH2:33][CH2:34][CH2:35][CH3:36])[CH2:29][CH2:30][CH2:31][CH3:32])[CH2:25][CH2:26][CH3:27].[Cl-].[NH4+]. The catalyst is O1CCCC1. The product is [CH2:33]([Sn:28]([CH2:24][CH2:25][CH2:26][CH3:27])([CH2:29][CH2:30][CH2:31][CH3:32])[C:2]1[CH:3]=[CH:4][C:5]([S:8]([NH2:11])=[O:10])=[CH:6][CH:7]=1)[CH2:34][CH2:35][CH3:36]. The yield is 0.120. (4) The reactants are [Cl:1][C:2]1[CH:3]=[C:4]2[C:8](=[CH:9][C:10]=1[Cl:11])[NH:7][C:6]([CH:12]=[CH:13][CH2:14][OH:15])=[CH:5]2.C(OCC)C.[Na+].[Cl-]. No catalyst specified. The product is [Cl:1][C:2]1[CH:3]=[C:4]2[C:8](=[CH:9][C:10]=1[Cl:11])[NH:7][C:6](/[CH:12]=[CH:13]/[CH:14]=[O:15])=[CH:5]2. The yield is 0.890. (5) The reactants are [CH3:1][O:2][CH2:3][N:4]1[CH:8]=[C:7]([N+:9]([O-])=O)[N:6]=[C:5]1[C:12]([O:14][CH2:15][CH3:16])=[O:13].[H][H].[CH:19]1([C:24](Cl)=[O:25])[CH2:23][CH2:22][CH2:21][CH2:20]1. The catalyst is C1COCC1.[Pd]. The product is [CH:19]1([C:24]([NH:9][C:7]2[N:6]=[C:5]([C:12]([O:14][CH2:15][CH3:16])=[O:13])[N:4]([CH2:3][O:2][CH3:1])[CH:8]=2)=[O:25])[CH2:23][CH2:22][CH2:21][CH2:20]1. The yield is 0.850.